This data is from Full USPTO retrosynthesis dataset with 1.9M reactions from patents (1976-2016). The task is: Predict the reactants needed to synthesize the given product. (1) The reactants are: [F:1][C:2]1[CH:3]=[CH:4][C:5]([O:10][C:11]2[CH:25]=[CH:24][C:14]3[C:15]([CH2:18][N:19]4[CH2:23][CH2:22][CH2:21][CH2:20]4)=[N:16][O:17][C:13]=3[CH:12]=2)=[C:6]([CH:9]=1)[CH2:7][NH2:8].FC(F)(F)C[O:29][C:30](=O)[NH:31][C:32]1[N:33]([C:41]2[CH:46]=[CH:45][C:44]([CH3:47])=[CH:43][CH:42]=2)[N:34]=[C:35]([C:37]([CH3:40])([CH3:39])[CH3:38])[CH:36]=1.C(N(C(C)C)CC)(C)C. Given the product [C:37]([C:35]1[CH:36]=[C:32]([NH:31][C:30]([NH:8][CH2:7][C:6]2[CH:9]=[C:2]([F:1])[CH:3]=[CH:4][C:5]=2[O:10][C:11]2[CH:25]=[CH:24][C:14]3[C:15]([CH2:18][N:19]4[CH2:20][CH2:21][CH2:22][CH2:23]4)=[N:16][O:17][C:13]=3[CH:12]=2)=[O:29])[N:33]([C:41]2[CH:46]=[CH:45][C:44]([CH3:47])=[CH:43][CH:42]=2)[N:34]=1)([CH3:40])([CH3:38])[CH3:39], predict the reactants needed to synthesize it. (2) Given the product [N+:16]([NH:6][C:7]1[CH:15]=[CH:14][CH:13]=[CH:12][C:8]=1[C:9]([OH:11])=[O:10])([O-:18])=[O:17], predict the reactants needed to synthesize it. The reactants are: S(=O)(=O)(O)O.[NH2:6][C:7]1[CH:15]=[CH:14][CH:13]=[CH:12][C:8]=1[C:9]([OH:11])=[O:10].[N+:16]([O-])([OH:18])=[O:17].[NH4+].[OH-].